Dataset: Reaction yield outcomes from USPTO patents with 853,638 reactions. Task: Predict the reaction yield, written as a fraction of the theoretical maximum amount of product (1.0 means a 100% yield; for example, 0.34 means a 34% yield). (1) The reactants are [F:1][C:2]1[CH:7]=[CH:6][CH:5]=[C:4]([F:8])[C:3]=1[C:9]([NH:11][C:12]1[CH:17]=[CH:16][C:15]([C:18]2[N:22]([CH3:23])[N:21]=[C:20]([C:24]([F:27])([F:26])[F:25])[CH:19]=2)=[C:14]([F:28])[CH:13]=1)=O.Cl.C(OCC)(=O)C. The catalyst is C1COCC1. The product is [F:1][C:2]1[CH:7]=[CH:6][CH:5]=[C:4]([F:8])[C:3]=1[CH2:9][NH:11][C:12]1[CH:17]=[CH:16][C:15]([C:18]2[N:22]([CH3:23])[N:21]=[C:20]([C:24]([F:27])([F:25])[F:26])[CH:19]=2)=[C:14]([F:28])[CH:13]=1. The yield is 0.546. (2) The reactants are [CH2:1]([N:8]([CH2:13][C:14]([OH:16])=[O:15])[CH2:9][C:10]([OH:12])=O)[C:2]1[CH:7]=[CH:6][CH:5]=[CH:4][CH:3]=1.C(OC(=O)C)(=O)C.[CH:24]1[CH:29]=[CH:28][C:27]([CH2:30][CH2:31][NH2:32])=[CH:26][CH:25]=1. The catalyst is CC(C)=O. The product is [CH2:1]([N:8]([CH2:9][C:10]([NH:32][CH2:31][CH2:30][C:27]1[CH:28]=[CH:29][CH:24]=[CH:25][CH:26]=1)=[O:12])[CH2:13][C:14]([OH:16])=[O:15])[C:2]1[CH:3]=[CH:4][CH:5]=[CH:6][CH:7]=1. The yield is 0.985. (3) The reactants are [CH3:1][O:2][C:3](=[O:26])[C@H:4]([CH2:16][C:17]1[CH:22]=[CH:21][C:20]([N+:23]([O-])=O)=[CH:19][CH:18]=1)[NH:5][C:6]([C:8]1[C:13]([CH3:14])=[CH:12][CH:11]=[CH:10][C:9]=1[Cl:15])=[S:7].[Cl-].[NH4+].CO. The catalyst is [Zn].O. The product is [CH3:1][O:2][C:3](=[O:26])[C@H:4]([CH2:16][C:17]1[CH:22]=[CH:21][C:20]([NH2:23])=[CH:19][CH:18]=1)[NH:5][C:6]([C:8]1[C:13]([CH3:14])=[CH:12][CH:11]=[CH:10][C:9]=1[Cl:15])=[S:7]. The yield is 0.920. (4) The reactants are [Cl:1][C:2]1[CH:9]=[CH:8][C:5]([CH2:6]O)=[C:4]([CH3:10])[CH:3]=1.S(Cl)([Cl:13])=O. No catalyst specified. The product is [Cl:1][C:2]1[CH:9]=[CH:8][C:5]([CH2:6][Cl:13])=[C:4]([CH3:10])[CH:3]=1. The yield is 0.970. (5) The reactants are [SH:1][C:2]1[NH:3][C:4]2[CH:10]=[CH:9][CH:8]=[CH:7][C:5]=2[N:6]=1.[CH3:11][CH:12]1[S:16](=[O:18])(=[O:17])[O:15][CH2:14][CH2:13]1. The catalyst is O1CCOCC1.O. The product is [NH:3]1[C:4]2[CH:10]=[CH:9][CH:8]=[CH:7][C:5]=2[N:6]=[C:2]1[S:1][CH2:14][CH2:13][CH:12]([S:16]([OH:18])(=[O:17])=[O:15])[CH3:11]. The yield is 0.860.